From a dataset of Full USPTO retrosynthesis dataset with 1.9M reactions from patents (1976-2016). Predict the reactants needed to synthesize the given product. (1) Given the product [F:1][C:2]1[CH:3]=[CH:4][C:5]([CH2:6][C:7]2[C:10]([NH2:11])=[N:15][NH:16][C:8]=2[NH2:9])=[CH:12][CH:13]=1, predict the reactants needed to synthesize it. The reactants are: [F:1][C:2]1[CH:13]=[CH:12][C:5]([CH2:6][CH:7]([C:10]#[N:11])[C:8]#[N:9])=[CH:4][CH:3]=1.O.[NH2:15][NH2:16]. (2) Given the product [CH:14]1([C:8]2[N:7]=[C:6]([C:4]([OH:3])=[O:5])[CH:11]=[CH:10][CH:9]=2)[CH2:17][CH2:16][CH2:15]1, predict the reactants needed to synthesize it. The reactants are: C([O:3][C:4]([C:6]1[CH:11]=[CH:10][CH:9]=[C:8](Br)[N:7]=1)=[O:5])C.[Br-].[CH:14]1([Zn+])[CH2:17][CH2:16][CH2:15]1.C1(C2C(C(O)=O)=CC=CC=2)CCCC1. (3) Given the product [F:34][C:2]([F:33])([F:1])[C:3]1[CH:28]=[C:27]([C:29]([F:30])([F:31])[F:32])[CH:26]=[CH:25][C:4]=1[CH2:5][N:6]1[C:14]2[C:9](=[CH:10][C:11]([CH:15]=[C:16]3[S:20][C:19]([N:40]4[CH2:39][CH2:38][N:37]5[CH:41]=[CH:42][CH:43]=[C:36]5[CH2:35]4)=[N:18][C:17]3=[O:24])=[CH:12][CH:13]=2)[CH:8]=[N:7]1, predict the reactants needed to synthesize it. The reactants are: [F:1][C:2]([F:34])([F:33])[C:3]1[CH:28]=[C:27]([C:29]([F:32])([F:31])[F:30])[CH:26]=[CH:25][C:4]=1[CH2:5][N:6]1[C:14]2[C:9](=[CH:10][C:11]([CH:15]=[C:16]3[S:20][C:19](SCC)=[N:18][C:17]3=[O:24])=[CH:12][CH:13]=2)[CH:8]=[N:7]1.[CH2:35]1[NH:40][CH2:39][CH2:38][N:37]2[CH:41]=[CH:42][CH:43]=[C:36]12. (4) Given the product [OH:11][C:12]1[CH:17]=[C:16]([C:18]([F:21])([F:19])[F:20])[CH:15]=[CH:14][C:13]=1[C:22]1[N:27]=[CH:26][N:25]=[C:24]([O:28][C:29]2[C:34]3[N:35]=[C:36]([NH:38][C:39](=[O:41])[CH3:40])[S:37][C:33]=3[CH:32]=[CH:31][CH:30]=2)[CH:23]=1, predict the reactants needed to synthesize it. The reactants are: FC(F)(F)C(O)=O.COC[O:11][C:12]1[CH:17]=[C:16]([C:18]([F:21])([F:20])[F:19])[CH:15]=[CH:14][C:13]=1[C:22]1[N:27]=[CH:26][N:25]=[C:24]([O:28][C:29]2[C:34]3[N:35]=[C:36]([NH:38][C:39](=[O:41])[CH3:40])[S:37][C:33]=3[CH:32]=[CH:31][CH:30]=2)[CH:23]=1. (5) The reactants are: [NH2:1][C:2]1[N:7]=[CH:6][C:5]([CH2:8][CH:9]([C:15]2[N:16]=[CH:17][N:18]([CH:20]3[CH2:25][CH2:24][CH2:23][CH2:22][CH2:21]3)[CH:19]=2)[C:10]([O:12]CC)=[O:11])=[CH:4][CH:3]=1.[ClH:26]. Given the product [ClH:26].[NH2:1][C:2]1[N:7]=[CH:6][C:5]([CH2:8][CH:9]([C:15]2[N:16]=[CH:17][N:18]([CH:20]3[CH2:25][CH2:24][CH2:23][CH2:22][CH2:21]3)[CH:19]=2)[C:10]([OH:12])=[O:11])=[CH:4][CH:3]=1, predict the reactants needed to synthesize it. (6) Given the product [BrH:32].[C:26]1([CH2:25][O:24][C:21]2[CH:22]=[CH:23][C:18]([NH:17][C:14]3[S:15][CH:33]=[C:34]([C:36]4[CH:37]=[C:38]([C:42]([O:44][CH3:45])=[S:43])[S:39][C:40]=4[CH3:41])[N:13]=3)=[CH:19][CH:20]=2)[CH:27]=[CH:28][CH:29]=[CH:30][CH:31]=1, predict the reactants needed to synthesize it. The reactants are: CSC1SC(C(OC)=O)=CC=1C1[N:13]=[C:14]([NH:17][C:18]2[CH:23]=[CH:22][C:21]([O:24][CH2:25][C:26]3[CH:31]=[CH:30][CH:29]=[CH:28][CH:27]=3)=[CH:20][CH:19]=2)[S:15]C=1.[Br:32][CH2:33][C:34]([C:36]1[CH:37]=[C:38]([C:42]([O:44][CH3:45])=[S:43])[S:39][C:40]=1[CH3:41])=O.C(OC1C=CC(NC(N)=S)=CC=1)C1C=CC=CC=1.